From a dataset of Forward reaction prediction with 1.9M reactions from USPTO patents (1976-2016). Predict the product of the given reaction. (1) The product is: [NH2:1][CH2:2][CH2:3][CH2:4][CH2:5][CH2:6][C:7]([NH:9][C:10]1[CH:15]=[CH:14][CH:13]=[CH:12][C:11]=1[NH2:16])=[O:8]. Given the reactants [NH2:1][CH2:2][CH2:3][CH2:4][CH2:5][CH2:6][C:7]([NH:9][C:10]1[CH:15]=[CH:14][CH:13]=[CH:12][C:11]=1[N+:16]([O-])=O)=[O:8], predict the reaction product. (2) Given the reactants [F:1][C:2]1[CH:7]=[CH:6][C:5]([N:8]2[C:16]3[CH:15]=[CH:14][CH:13]=[C:12]([NH2:17])[C:11]=3[CH:10]=[N:9]2)=[CH:4][CH:3]=1.[CH3:18][C:19]1([CH3:30])[CH2:21][N:20]1[C:22]([C:24]1[CH:29]=[CH:28][CH:27]=[CH:26][CH:25]=1)=[O:23], predict the reaction product. The product is: [F:1][C:2]1[CH:3]=[CH:4][C:5]([N:8]2[C:16]3[C:11](=[C:12]([NH:17][C:19]([CH3:30])([CH3:18])[CH2:21][NH:20][C:22](=[O:23])[C:24]4[CH:29]=[CH:28][CH:27]=[CH:26][CH:25]=4)[CH:13]=[CH:14][CH:15]=3)[CH:10]=[N:9]2)=[CH:6][CH:7]=1. (3) Given the reactants S(C1C=CC(C)=CC=1)(O)(=O)=O.[NH:12]1[CH2:16][CH2:15][N:14]=[C:13]1[NH2:17].[Na].[NH2:19][C:20]1[C:21]([C:28](OC(C)=CC(=O)NC(C)(C)C)=[O:29])=[N:22][C:23]([Cl:27])=[C:24]([NH2:26])[N:25]=1, predict the reaction product. The product is: [NH2:19][C:20]1[C:21]([C:28]([NH:17][C:13]2[NH:14][CH2:15][CH2:16][N:12]=2)=[O:29])=[N:22][C:23]([Cl:27])=[C:24]([NH2:26])[N:25]=1. (4) Given the reactants [N+:1]([C:4]1[C:5]([NH:10][CH:11]2[CH2:16][CH2:15][N:14]([C:17]([O:19][C:20]([CH3:23])([CH3:22])[CH3:21])=[O:18])[CH2:13][CH2:12]2)=[N:6][CH:7]=[CH:8][CH:9]=1)([O-])=O, predict the reaction product. The product is: [NH2:1][C:4]1[C:5]([NH:10][CH:11]2[CH2:16][CH2:15][N:14]([C:17]([O:19][C:20]([CH3:23])([CH3:22])[CH3:21])=[O:18])[CH2:13][CH2:12]2)=[N:6][CH:7]=[CH:8][CH:9]=1. (5) Given the reactants [C:1]1([C:7]2[N:12]=[C:11]([C:13]3[CH:18]=[CH:17][CH:16]=[CH:15][CH:14]=3)[N:10]=[C:9]([C:19]3[CH:24]=[C:23]([C:25]4[C:26]5[C:31]([C:32]6[CH:33]=[CH:34][CH:35]=[CH:36][C:37]=6[CH:38]=4)=[CH:30][CH:29]=[CH:28][CH:27]=5)[CH:22]=[C:21](B4OC(C)(C)C(C)(C)O4)[CH:20]=3)[N:8]=2)[CH:6]=[CH:5][CH:4]=[CH:3][CH:2]=1.Br[C:49]1[CH:50]=[CH:51][C:52]([CH3:55])=[N:53][CH:54]=1.C(=O)([O-])[O-].[K+].[K+].CO, predict the reaction product. The product is: [C:13]1([C:11]2[N:12]=[C:7]([C:1]3[CH:6]=[CH:5][CH:4]=[CH:3][CH:2]=3)[N:8]=[C:9]([C:19]3[CH:24]=[C:23]([C:25]4[C:26]5[C:31]([C:32]6[CH:33]=[CH:34][CH:35]=[CH:36][C:37]=6[CH:38]=4)=[CH:30][CH:29]=[CH:28][CH:27]=5)[CH:22]=[C:21]([C:49]4[CH:54]=[N:53][C:52]([CH3:55])=[CH:51][CH:50]=4)[CH:20]=3)[N:10]=2)[CH:14]=[CH:15][CH:16]=[CH:17][CH:18]=1. (6) Given the reactants [Cl:1][C:2]1[CH:3]=[C:4]2[C:10]3([CH2:14][CH2:13][N:12]([C:15]([O:17][CH3:18])=[O:16])[CH2:11]3)[CH2:9][NH:8][C:5]2=[CH:6][CH:7]=1.Cl[C:20](OC1C=CC([N+]([O-])=O)=CC=1)=[O:21].N1C=CC=CC=1.C([O:41][CH2:42][C:43]1[N:44]=[C:45]([NH2:48])[S:46][CH:47]=1)(=O)C.C(=O)([O-])[O-].[K+].[K+], predict the reaction product. The product is: [Cl:1][C:2]1[CH:3]=[C:4]2[C:10]3([CH2:14][CH2:13][N:12]([C:15]([O:17][CH3:18])=[O:16])[CH2:11]3)[CH2:9][N:8]([C:20](=[O:21])[NH:48][C:45]3[S:46][CH:47]=[C:43]([CH2:42][OH:41])[N:44]=3)[C:5]2=[CH:6][CH:7]=1. (7) Given the reactants [Br:1][C:2]1[CH:7]=[CH:6][C:5]([CH:8]=O)=[CH:4][N:3]=1.Cl.[CH3:11][O:12][NH2:13], predict the reaction product. The product is: [CH3:11][O:12]/[N:13]=[CH:8]/[C:5]1[CH:4]=[N:3][C:2]([Br:1])=[CH:7][CH:6]=1. (8) The product is: [NH2:17][CH:7]([CH:1]1[CH2:6][CH2:5][CH2:4][CH2:3][CH2:2]1)[CH2:8][NH:9][C:10](=[O:16])[O:11][C:12]([CH3:15])([CH3:13])[CH3:14]. Given the reactants [CH:1]1([CH:7]([N:17]2C(=O)C3C(=CC=CC=3)C2=O)[CH2:8][NH:9][C:10](=[O:16])[O:11][C:12]([CH3:15])([CH3:14])[CH3:13])[CH2:6][CH2:5][CH2:4][CH2:3][CH2:2]1.NN, predict the reaction product.